Regression. Given a peptide amino acid sequence and an MHC pseudo amino acid sequence, predict their binding affinity value. This is MHC class I binding data. From a dataset of Peptide-MHC class I binding affinity with 185,985 pairs from IEDB/IMGT. The peptide sequence is RQMLHEIGR. The MHC is HLA-A11:01 with pseudo-sequence HLA-A11:01. The binding affinity (normalized) is 0.400.